From a dataset of CYP1A2 inhibition data for predicting drug metabolism from PubChem BioAssay. Regression/Classification. Given a drug SMILES string, predict its absorption, distribution, metabolism, or excretion properties. Task type varies by dataset: regression for continuous measurements (e.g., permeability, clearance, half-life) or binary classification for categorical outcomes (e.g., BBB penetration, CYP inhibition). Dataset: cyp1a2_veith. The molecule is Nn1c(SCC(=O)N2CCOCC2)nnc1-c1ccccc1Cl. The result is 0 (non-inhibitor).